This data is from Reaction yield outcomes from USPTO patents with 853,638 reactions. The task is: Predict the reaction yield, written as a fraction of the theoretical maximum amount of product (1.0 means a 100% yield; for example, 0.34 means a 34% yield). (1) The reactants are [CH3:1][O:2][C:3]1[CH:4]=[C:5]([CH:9]=[CH:10][C:11]=1[O:12][CH3:13])[C:6]([OH:8])=O.C(Cl)CCl.C1C=CC2N(O)N=NC=2C=1.CN1CCOCC1.[C:35]([O:39][C:40](=[O:50])[NH:41][C:42]1[CH:47]=[CH:46][CH:45]=[C:44]([CH2:48][NH2:49])[CH:43]=1)([CH3:38])([CH3:37])[CH3:36]. The catalyst is CN(C=O)C.ClCCl. The product is [C:35]([O:39][C:40](=[O:50])[NH:41][C:42]1[CH:47]=[CH:46][CH:45]=[C:44]([CH2:48][NH:49][C:6](=[O:8])[C:5]2[CH:9]=[CH:10][C:11]([O:12][CH3:13])=[C:3]([O:2][CH3:1])[CH:4]=2)[CH:43]=1)([CH3:38])([CH3:36])[CH3:37]. The yield is 1.00. (2) The reactants are [H-].[Na+].[CH3:3][S:4]([NH2:7])(=[O:6])=[O:5].[CH3:8][C:9]1([CH3:41])[CH2:18][C:17]2[C:12](=[CH:13][CH:14]=[C:15]([C:19](O)=[O:20])[CH:16]=2)[NH:11][CH:10]1[C:22]1[CH:27]=[CH:26][CH:25]=[C:24]([N:28]2[CH2:33][CH2:32][N:31]([C:34]3[CH:39]=[CH:38][CH:37]=[CH:36][C:35]=3[CH3:40])[CH2:30][CH2:29]2)[CH:23]=1.C(N1C=CN=C1)(N1C=CN=C1)=O. The catalyst is CN(C)C=O. The product is [CH3:8][C:9]1([CH3:41])[CH2:18][C:17]2[C:12](=[CH:13][CH:14]=[C:15]([C:19]([NH:7][S:4]([CH3:3])(=[O:6])=[O:5])=[O:20])[CH:16]=2)[NH:11][CH:10]1[C:22]1[CH:27]=[CH:26][CH:25]=[C:24]([N:28]2[CH2:29][CH2:30][N:31]([C:34]3[CH:39]=[CH:38][CH:37]=[CH:36][C:35]=3[CH3:40])[CH2:32][CH2:33]2)[CH:23]=1. The yield is 0.200. (3) The reactants are [C:1]1([NH:7][C:8](=[O:26])[O:9][C:10]2[CH:11]=[C:12]3[C:16](=[CH:17][CH:18]=2)[N:15](CC2C=CC=CC=2)[CH2:14][CH2:13]3)[CH:6]=[CH:5][CH:4]=[CH:3][CH:2]=1. The catalyst is C(O)(C)C.[OH-].[Pd+2].[OH-]. The product is [C:1]1([NH:7][C:8](=[O:26])[O:9][C:10]2[CH:11]=[C:12]3[C:16](=[CH:17][CH:18]=2)[NH:15][CH2:14][CH2:13]3)[CH:2]=[CH:3][CH:4]=[CH:5][CH:6]=1. The yield is 0.520.